Dataset: Experimentally validated miRNA-target interactions with 360,000+ pairs, plus equal number of negative samples. Task: Binary Classification. Given a miRNA mature sequence and a target amino acid sequence, predict their likelihood of interaction. (1) The miRNA is mmu-miR-105 with sequence CCAAGUGCUCAGAUGCUUGUGGU. The protein sequence of the target gene is MSTGSLSDVEDLQEVEMLECDGLKMDSNKEFVTSNESTEESSNCENGSPQKGRGGLGKRRKAPTKKSPLSGVSQEGKQVQRNAANARERARMRVLSKAFSRLKTTLPWVPPDTKLSKLDTLRLASSYIAHLRQILANDKYENGYIHPVNLTWPFMVAGKPESDLKEVVTASRLCGTTAS. Result: 0 (no interaction). (2) The protein sequence of the target gene is MAEPSPARRPVPLIESELYFLIARYLSAGPCRRAAQVLVQELEQYQLLPKRLDWEGNEHNRSYEELVLSNKHVAPDHLLQICQRIGPMLDKEVPPSISRVTSLLGAGRQSLLRTAKDCRHTVWKGSAFAALHRGRPPEMPVNYGPPPSLVEIHRGRQLTGCSTFSTAFPGTMYQHIKMHRRILGHLSAVYCVAFDRTGHRIFTGSDDCLVKIWSTHNGRLLSTLRGHSAEISDMAVNYENTLIAAGSCDKIIRVWCLRTCAPVAVLQGHTGSITSLQFSPMAKGPQRYMVSTGADGTVCF.... The miRNA is hsa-miR-455-5p with sequence UAUGUGCCUUUGGACUACAUCG. Result: 0 (no interaction). (3) The miRNA is bta-miR-146b with sequence UGAGAACUGAAUUCCAUAGGCUGU. The protein sequence of the target gene is MSGQRVDVKVVMLGKEYVGKTSLVERYVHDRFLVGPYQNTIGAAFVAKVMSVGDRTVTLGIWDTAGSERYEAMSRIYYRGAKAAIVCYDLTDSSSFERAKFWVKELRSLEEGCQIYLCGTKSDLLEEDRRRRRVDFHDVQDYADNIKAQLFETSSKTGQSVDELFQKVAEDYVSVAAFQVMTEDKGVDLGQKPNPYFYSCCHH. Result: 0 (no interaction). (4) The miRNA is hsa-miR-101-3p with sequence UACAGUACUGUGAUAACUGAA. The protein sequence of the target gene is MSETLSRLLIITAGTLYPAYRSYKAVRTKDTREYVKWMMYWIVFAIYSFLENLLDLVLAFWFPFYFQLKIVFIFWLLSPWTKGASILYRKWVHPTLNRHEKDIDALLESAKSESYNQLMRIGSKSLVYAKDVVAEAAVRGQQQLVNQLQRSYSANDVGSEREALTKNINIVKIEELDENSDTDLQKSPRPRRRASSRSRSRSRTIDSGADSEFTTAATIPRRSARKPIH. Result: 0 (no interaction). (5) The miRNA is rno-let-7g-5p with sequence UGAGGUAGUAGUUUGUACAGUU. The protein sequence of the target gene is MSDERRLPGSAVGWLVCGGLSLLANAWGILSVGAKQKKWKPLEFLLCTLAATHMLNVAVPIATYSVVQLRRQRPDFEWNEGLCKVFVSTFYTLTLATCFSVTSLSYHRMWMVCWPVNYRLSNAKKQAVHTVMGIWMVSFILSALPAVGWHDTSERFYTHGCRFIVAEIGLGFGVCFLLLVGGSVAMGVICTAIALFQTLAVQVGRQADRRAFTVPTIVVEDAQGKRRSSIDGSEPAKTSLQTTGLVTTIVFIYDCLMGFPVLVVSFSSLRADASAPWMALCVLWCSVAQALLLPVFLWAC.... Result: 0 (no interaction).